This data is from Catalyst prediction with 721,799 reactions and 888 catalyst types from USPTO. The task is: Predict which catalyst facilitates the given reaction. (1) Reactant: [F:1][C:2]1[CH:11]=[C:10]2[C:5]([C:6](=O)[NH:7][C:8]([CH:12]=[CH:13][C:14]3[O:15][C:16]([N+:19]([O-:21])=[O:20])=[CH:17][CH:18]=3)=[N:9]2)=[CH:4][C:3]=1[N:23]1[CH2:28][CH2:27][O:26][CH2:25][CH2:24]1.P(Cl)(Cl)(Cl)(Cl)[Cl:30]. Product: [Cl:30][C:6]1[C:5]2[C:10](=[CH:11][C:2]([F:1])=[C:3]([N:23]3[CH2:28][CH2:27][O:26][CH2:25][CH2:24]3)[CH:4]=2)[N:9]=[C:8]([CH:12]=[CH:13][C:14]2[O:15][C:16]([N+:19]([O-:21])=[O:20])=[CH:17][CH:18]=2)[N:7]=1. The catalyst class is: 286. (2) Reactant: [CH3:1][O:2][C:3]1[CH:4]=[C:5]2[C:14](=[CH:15][CH:16]=1)[CH:13](O)[CH:12]([C:18]1[CH:23]=[CH:22][C:21]([O:24][CH3:25])=[CH:20][CH:19]=1)[CH:11]1[CH:6]2[CH2:7][CH2:8][CH2:9][CH2:10]1.C1(C)C=CC(S(O)(=O)=O)=CC=1.C1C=CC=CC=1. Product: [CH3:1][O:2][C:3]1[CH:4]=[C:5]2[C:14](=[CH:15][CH:16]=1)[CH:13]=[C:12]([C:18]1[CH:23]=[CH:22][C:21]([O:24][CH3:25])=[CH:20][CH:19]=1)[CH:11]1[CH:6]2[CH2:7][CH2:8][CH2:9][CH2:10]1. The catalyst class is: 13. (3) Reactant: [OH:1][C:2]1[CH:3]=[C:4]([CH:7]=[CH:8][CH:9]=1)[C:5]#[N:6].[S:10](Cl)(=[O:13])(=[O:12])[NH2:11]. Product: [S:10](=[O:13])(=[O:12])([O:1][C:2]1[CH:9]=[CH:8][CH:7]=[C:4]([C:5]#[N:6])[CH:3]=1)[NH2:11]. The catalyst class is: 44. (4) Reactant: [CH:1]12[O:8][CH:5]([CH2:6][CH2:7]1)[CH2:4][N:3]([C:9]1[C:10]3[CH2:24][O:23][C:22]([CH3:26])([CH3:25])[C:11]=3[N:12]=[C:13]([C:15]3[CH:20]=[CH:19][C:18](Br)=[CH:17][CH:16]=3)[N:14]=1)[CH2:2]2.[CH3:27][NH:28][C:29]([NH2:31])=[O:30].CC1(C)C2C(=C(P(C3C=CC=CC=3)C3C=CC=CC=3)C=CC=2)OC2C(P(C3C=CC=CC=3)C3C=CC=CC=3)=CC=CC1=2.CC(C)([O-])C.[Na+].C(O)(C(F)(F)F)=O. The catalyst class is: 205. Product: [CH:1]12[O:8][CH:5]([CH2:6][CH2:7]1)[CH2:4][N:3]([C:9]1[C:10]3[CH2:24][O:23][C:22]([CH3:26])([CH3:25])[C:11]=3[N:12]=[C:13]([C:15]3[CH:20]=[CH:19][C:18]([NH:31][C:29]([NH:28][CH3:27])=[O:30])=[CH:17][CH:16]=3)[N:14]=1)[CH2:2]2. (5) Reactant: [CH3:1][O:2][CH2:3][C@@H:4]([NH:6][C:7]([C:9]1[C:17]2[C:12](=[N:13][CH:14]=[C:15]([C:18]3[C:26]4[C:21](=[CH:22][CH:23]=[C:24]([CH:27]5[CH2:29][CH2:28]5)[CH:25]=4)[N:20]([CH3:30])[N:19]=3)[N:16]=2)[N:11](COCC[Si](C)(C)C)[CH:10]=1)=[O:8])[CH3:5].C(O)(C(F)(F)F)=O.C(N)CN. Product: [CH3:1][O:2][CH2:3][C@@H:4]([NH:6][C:7]([C:9]1[C:17]2[C:12](=[N:13][CH:14]=[C:15]([C:18]3[C:26]4[C:21](=[CH:22][CH:23]=[C:24]([CH:27]5[CH2:29][CH2:28]5)[CH:25]=4)[N:20]([CH3:30])[N:19]=3)[N:16]=2)[NH:11][CH:10]=1)=[O:8])[CH3:5]. The catalyst class is: 4. (6) Reactant: [C:1]([O:5][C:6]([NH:8][CH:9]([CH2:15][C:16]1[CH:21]=[CH:20][CH:19]=[CH:18][CH:17]=1)[CH:10]([OH:14])[C:11]([OH:13])=O)=[O:7])([CH3:4])([CH3:3])[CH3:2].[CH:22]1([NH2:25])[CH2:24][CH2:23]1.C(Cl)CCl.C1C=CC2N(O)N=NC=2C=1.CCN(CC)CC. Product: [CH:22]1([NH:25][C:11](=[O:13])[CH:10]([OH:14])[CH:9]([NH:8][C:6](=[O:7])[O:5][C:1]([CH3:2])([CH3:3])[CH3:4])[CH2:15][C:16]2[CH:21]=[CH:20][CH:19]=[CH:18][CH:17]=2)[CH2:24][CH2:23]1. The catalyst class is: 4. (7) Reactant: [F:1][C:2]1[CH:3]=[C:4]([OH:17])[CH:5]=[C:6]([F:16])[C:7]=1[N:8]=NC1C=CC=CC=1. Product: [NH2:8][C:7]1[C:2]([F:1])=[CH:3][C:4]([OH:17])=[CH:5][C:6]=1[F:16]. The catalyst class is: 19. (8) Reactant: CC1C=CC(S([N:11]2[C:21]3[C:22]4[N:13]([CH2:14][C:15](=[O:24])[N:16]([CH3:23])[C:17]=4[CH:18]=[CH:19][CH:20]=3)[C:12]2=[O:25])(=O)=O)=CC=1.O. Product: [CH3:23][N:16]1[C:17]2[CH:18]=[CH:19][CH:20]=[C:21]3[NH:11][C:12](=[O:25])[N:13]([C:22]=23)[CH2:14][C:15]1=[O:24]. The catalyst class is: 82. (9) Reactant: [H-].[Na+].[O:3]1[CH2:7]CC[CH2:4]1.[Br:8][C:9]1[CH:10]=[C:11]([CH:17]=[CH:18][C:19]=1[OH:20])[C:12]([O:14][CH2:15][CH3:16])=[O:13].COCCl. Product: [Br:8][C:9]1[CH:10]=[C:11]([CH:17]=[CH:18][C:19]=1[O:20][CH2:4][O:3][CH3:7])[C:12]([O:14][CH2:15][CH3:16])=[O:13]. The catalyst class is: 13.